From a dataset of Catalyst prediction with 721,799 reactions and 888 catalyst types from USPTO. Predict which catalyst facilitates the given reaction. (1) Reactant: C([O:8][C:9]1[CH:10]=[C:11]2[C:15](=[CH:16][CH:17]=1)[NH:14][N:13]=[C:12]2[C:18]1[NH:19][C:20]2[C:25]([CH:26]=1)=[CH:24][C:23]([O:27][CH2:28][CH2:29][N:30]([CH2:33][CH3:34])[CH2:31][CH3:32])=[CH:22][CH:21]=2)C1C=CC=CC=1.C([O-])=O.[NH4+]. Product: [CH2:33]([N:30]([CH2:31][CH3:32])[CH2:29][CH2:28][O:27][C:23]1[CH:24]=[C:25]2[C:20](=[CH:21][CH:22]=1)[NH:19][C:18]([C:12]1[C:11]3[C:15](=[CH:16][CH:17]=[C:9]([OH:8])[CH:10]=3)[NH:14][N:13]=1)=[CH:26]2)[CH3:34]. The catalyst class is: 78. (2) Reactant: [F:1][C:2]1[CH:7]=[CH:6][C:5]([C:8]2[CH:12]=[CH:11][NH:10][N:9]=2)=[CH:4][CH:3]=1.C1C(=O)N([Br:20])C(=O)C1. Product: [Br:20][C:12]1[C:8]([C:5]2[CH:4]=[CH:3][C:2]([F:1])=[CH:7][CH:6]=2)=[N:9][NH:10][CH:11]=1. The catalyst class is: 3.